The task is: Regression. Given a target protein amino acid sequence and a drug SMILES string, predict the binding affinity score between them. We predict pIC50 (pIC50 = -log10(IC50 in M); higher means more potent). Dataset: bindingdb_ic50.. This data is from Drug-target binding data from BindingDB using IC50 measurements. (1) The pIC50 is 8.5. The small molecule is O=C(O)C[C@@H](Cc1ccc(-c2ccccc2)cc1)NC(=O)c1cnc(O)nc1. The target protein (Q495T6) has sequence MGKSEGPVGMVESAGRAGQKRPGFLEGGLLLLLLLVTAALVALGVLYADRRGKQLPRLASRLCFLQEERTFVKRKPRGIPEAQEVSEVCTTPGCVIAAARILQNMDPTTEPCDDFYQFACGGWLRRHVIPETNSRYSIFDVLRDELEVILKAVLENSTAKDRPAVEKARTLYRSCMNQSVIEKRGSQPLLDILEVVGGWPVAMDRWNETVGLEWELERQLALMNSQFNRRVLIDLFIWNDDQNSSRHIIYIDQPTLGMPSREYYFNGGSNRKVREAYLQFMVSVATLLREDANLPRDSCLVQEDMVQVLELETQLAKATVPQEERHDVIALYHRMGLEELQSQFGLKGFNWTLFIQTVLSSVKIKLLPDEEVVVYGIPYLQNLENIIDTYSARTIQNYLVWRLVLDRIGSLSQRFKDTRVNYRKALFGTMVEEVRWRECVGYVNSNMENAVGSLYVREAFPGDSKSMVRELIDKVRTVFVETLDELGWMDEESKKKAQEK.... (2) The compound is O=C(NC1CCN(Cc2ccccc2)CC1)c1ccc(Cl)cc1Cl. The target protein (P48065) has sequence MDGKVAVQECGPPAVSWVPEEGEKLDQEDEDQVKDRGQWTNKMEFVLSVAGEIIGLGNVWRFPYLCYKNGGGAFFIPYFIFFFVCGIPVFFLEVALGQYTSQGSVTAWRKICPLFQGIGLASVVIESYLNVYYIIILAWALFYLFSSFTSELPWTTCNNFWNTEHCTDFLNHSGAGTVTPFENFTSPVMEFWERRVLGITSGIHDLGSLRWELALCLLLAWVICYFCIWKGVKSTGKVVYFTATFPYLMLVILLIRGVTLPGAYQGIIYYLKPDLFRLKDPQVWMDAGTQIFFSFAICQGCLTALGSYNKYHNNCYKDCIALCFLNSATSFVAGFVVFSILGFMSQEQGVPISEVAESGPGLAFIAFPKAVTMMPLSQLWSCLFFIMLIFLGLDSQFVCVECLVTASIDMFPRQLRKSGRRELLILTIAVMCYLIGLFLVTEGGMYIFQLFDYYASSGICLLFLSLFEVVCISWVYGADRFYDNIEDMIGYRPWPLVKIS.... The pIC50 is 3.0. (3) The small molecule is OC[C@@H]1[C@@H](O)[C@H](O)[C@@H](O)CN1CCCCOc1cccc(-c2c[nH]nn2)c1. The target protein sequence is MKKTWWKEGVAYQIYPRSFMDANGDGIGDLRGIIEKLDYLVELGVDIVWICPIYRSPNADNGYDISDYYAIMDEFGTMDDFDELLAQAHRRGLKIILDLVINHTSDEHPWFIESRSSRDNPKRDWYIWRDGKDGREPNNWESIFGGSAWQYDERTGQYYLHLFDVKQPDLNWENSEVRQALYDMINWWLDKGIDGFRIDAISHIKKKPGLPDLPNPKGLKYVPSFAAHMNQPGIMEYLRELKEQTFARYDIMTVGEANGVTVDEAEQWVGEENGVFHMIFQFEHLGLWKRKADGSIDVRRLKRTLTKWQKGLENRGWNALFLENHDLPRSVSTWGNDREYWAESAKALGALYFFMQGTPFIYQGQEIGMTNVQFSDIRDYRDVAALRLYELERANGRTHEEVMKIIWKTGRDNSRTPMQWSDAPNAGFTTGTPWIKVNENYRTINVEAERRDPNSVWSFYRQMIQLRKANELFVYGAYDLLLENHPSIYAYTRTLGRDRA.... The pIC50 is 5.2. (4) The small molecule is CC(C)[C@H](NC(=O)C(C)(F)F)[C@H](Oc1ccc2c(cnn2-c2ccc(=O)n(C)c2)c1)c1ccc(OC(F)(F)F)cc1. The target protein (P04150) has sequence MDSKESLTPGREENPSSVLAQERGDVMDFYKTLRGGATVKVSASSPSLAVASQSDSKQRRLLVDFPKGSVSNAQQPDLSKAVSLSMGLYMGETETKVMGNDLGFPQQGQISLSSGETDLKLLEESIANLNRSTSVPENPKSSASTAVSAAPTEKEFPKTHSDVSSEQQHLKGQTGTNGGNVKLYTTDQSTFDILQDLEFSSGSPGKETNESPWRSDLLIDENCLLSPLAGEDDSFLLEGNSNEDCKPLILPDTKPKIKDNGDLVLSSPSNVTLPQVKTEKEDFIELCTPGVIKQEKLGTVYCQASFPGANIIGNKMSAISVHGVSTSGGQMYHYDMNTASLSQQQDQKPIFNVIPPIPVGSENWNRCQGSGDDNLTSLGTLNFPGRTVFSNGYSSPSMRPDVSSPPSSSSTATTGPPPKLCLVCSDEASGCHYGVLTCGSCKVFFKRAVEGQHNYLCAGRNDCIIDKIRRKNCPACRYRKCLQAGMNLEARKTKKKIKGI.... The pIC50 is 6.9.